This data is from Experimentally validated miRNA-target interactions with 360,000+ pairs, plus equal number of negative samples. The task is: Binary Classification. Given a miRNA mature sequence and a target amino acid sequence, predict their likelihood of interaction. (1) The miRNA is hsa-miR-3911 with sequence UGUGUGGAUCCUGGAGGAGGCA. The protein sequence of the target gene is MRGAGPSPRHSPRALRPDPGPAMSFFRRKVKGKEQEKTLDVKSTKASVAVHSPQKSTKNHALLEAAGPSHVAINAISANMDSFSSSRTATLKKQPSHMEAAHFGDLGRSCLDYQTQETKSSLSKTLEQVLRDTVVLPYFLQFMELRRMEHLVKFWLEAESFHSTTWSRIRAHSLNTVKQSSLAEPVSPSKRHETPASSVTEALDRRLGDSSSAPLLVTQSEGTDLSSRTQNPQNHLLLSQEGHSARSLHREVARTGSHQIPTDSQDSSSRLAVGSRNSCSSPLRELSEKLMKSIEQDAVN.... Result: 0 (no interaction). (2) The miRNA is hsa-miR-1247-3p with sequence CCCCGGGAACGUCGAGACUGGAGC. The protein sequence of the target gene is MAGLGFWGHPAGPLLLLLLLVLPPRALPEGPLVFVALVFRHGDRAPLASYPMDPHKEVASTLWPRGLGQLTTEGVRQQLELGRFLRSRYEAFLSPEYRREEVYIRSTDFDRTLESAQANLAGLFPEAAPGSPEARWRPIPVHTVPVAEDKLLRFPMRSCPRYHELLREATEAAEYQEALEGWTGFLSRLENFTGLSLVGEPLRRAWKVLDTLMCQQAHGLPLPAWASPDVLRTLAQISALDIGAHVGPPRAAEKAQLTGGILLNAILANFSRVQRLGLPLKMVMYSAHDSTLLALQGALG.... Result: 0 (no interaction). (3) The miRNA is hsa-miR-369-3p with sequence AAUAAUACAUGGUUGAUCUUU. The protein sequence of the target gene is MKVLDQSLLWMLLPFFHLIASAAEHEEVAKHAIKLHRGKGATATQRKQWALDSCRRLTGLLRQKNVVLNKLKNAIRAVEKDTSLSGEEKLFQVHTFEIFQKELNESENSIFQAIYGLQRALQGDYRDVVNMKESSKQRLEALREAAIKEETEYVELLAAEKHQVEALKNMQHQNKSLSMLDEILEDVRKAADRLEEEIEEHAFDDNKSVKGVNFEAVLRVEEEEASSKQNMTKREVEDGLGLSMLIDSQNNQYILTKPRDSTIPRADHHFIKDIVTIGMLSLPCGWLCTAIGLPTMFGYI.... Result: 0 (no interaction). (4) The miRNA is mmu-miR-466k with sequence UGUGUGUGUACAUGUACAUGUGA. The protein sequence of the target gene is MERSGGNGGGGGGGGGGGGGYGGSGGGGGGAGVPSEGAAKGLSLLLAKSAEAASGRASQSTPRSAGMDGFLKSDERQRLAKERREEREKCLAAREQQILEKQKRAKLQYEKQIEERWRKLEEQRQREDQKRAAVEEKRKQKLREEEERLEAMMRRSLERTQQLELKKKCSWAGSPGPGGRDGESENTPPLPLTLATSTPPLDTGTTTAAAESTNACDKLSTSTMNLPKQTESPMSKHLSSSTVAISYSPDRALGSPLKSSYKSSPTRTTEKKKNTPISAMGDAGKGAMAGGEPSQMEKMK.... Result: 0 (no interaction). (5) Result: 0 (no interaction). The protein sequence of the target gene is MPCVQAQYGSSPQGASPASQSYSYHSSGEYSSDFLTPEFVKFSMDLTNTEITATTSLPSFSTFMDNYSTGYDVKPPCLYQMPLSGQQSSIKVEDIQMHNYQQHSHLPPQSEEMMPHSGSVYYKPSSPPTPTTPGFQVQHSPMWDDPGSLHNFHQNYVATTHMIEQRKTPVSRLSLFSFKQSPPGTPVSSCQMRFDGPLHVPMNPEPAGSHHVVDGQTFAVPNPIRKPASMGFPGLQIGHASQLLDTQVPSPPSRGSPSNEGLCAVCGDNAACQHYGVRTCEGCKGFFKRTVQKNAKYVCL.... The miRNA is hsa-miR-4479 with sequence CGCGCGGCCGUGCUCGGAGCAG. (6) The miRNA is hsa-miR-6756-3p with sequence UCCCCUUCCUCCCUGCCCAG. The protein sequence of the target gene is MSTMHLLTFALLFSCSFARAACDPKIVNIGAVLSTRKHEQMFREAVNQANKRHGSWKIQLNATSVTHKPNAIQMALSVCEDLISSQVYAILVSHPPTPNDHFTPTPVSYTAGFYRIPVLGLTTRMSIYSDKSIHLSFLRTVPPYSHQSSVWFEMMRVYNWNHIILLVSDDHEGRAAQKRLETLLEERESKAEKVLQFDPGTKNVTALLMEARDLEARVIILSASEDDAATVYRAAAMLNMTGSGYVWLVGEREISGNALRYAPDGIIGLQLINGKNESAHISDAVGVVAQAVHELLEKEN.... Result: 0 (no interaction). (7) The miRNA is hsa-miR-4677-5p with sequence UUGUUCUUUGGUCUUUCAGCCA. The protein sequence of the target gene is MAHPGRRGYDNREIVLKYIHYKLSQRGYDWAAGEDRPPVPPAPAPAAAPAAVAAAGASSHHRPEPPGSAAASEVPPAEGLRPAPPGVHLALRQAGDEFSRRYQRDFAQMSGQLHLTPFTAHGRFVAVVEELFRDGVNWGRIVAFFEFGGVMCVESVNREMSPLVDNIATWMTEYLNRHLHNWIQDNGGWDAFVELYGNSMRPLFDFSWISLKTILSLVLVGACITLGAYLGHK. Result: 0 (no interaction). (8) The miRNA is hsa-miR-1290 with sequence UGGAUUUUUGGAUCAGGGA. The protein sequence of the target gene is MVGRNSAIAAGVCGALFIGYCIYFDRKRRSDPNFKNRLRERRKKQKLAKERAGLSKLPDLKDAEAVQKFFLEEIQLGEELLAQGEYEKGVDHLTNAIAVCGQPQQLLQVLQQTLPPPVFQMLLTKLPTISQRIVSAQSLAEDDVE. Result: 1 (interaction). (9) The miRNA is hsa-miR-26b-5p with sequence UUCAAGUAAUUCAGGAUAGGU. Result: 1 (interaction). The protein sequence of the target gene is MGCSGCSGGCGSSCGGCGSSCGGCGSGYGGCGSGCCVPVCCCKPVCCCVPACSCSSCGSCGGSKGVCGSCGGCKGGCGSCGGSKGGCGSSCCVPVCCSSSCGSCGGSKGVCGFRGGSKGGCGSCGCSQCSCYKPCCCSSGCGSSCCQSSCCKPSCSQSSCCKPCCSQSSCCKPCCCSSGCGSSCCQSSCCKPCCSQSSCCKPCCCSSGCGSSCCQSSCCKPCSSQSSCCVPICCQCKI.